Predict the reactants needed to synthesize the given product. From a dataset of Full USPTO retrosynthesis dataset with 1.9M reactions from patents (1976-2016). (1) Given the product [OH:40][CH2:39][C@@H:35]1[CH2:36][CH2:37][CH2:38][N:34]1[S:31]([C:27]1[CH:26]=[C:25]([NH:24][C:21]([C:20]2[CH:19]=[N:18][N:11]3[C:12]([C:14]([F:15])([F:16])[F:17])=[CH:13][C:8]([C:5]4[CH:6]=[CH:7][C:2]([Cl:1])=[CH:3][CH:4]=4)=[N:9][C:10]=23)=[O:22])[CH:30]=[CH:29][CH:28]=1)(=[O:33])=[O:32], predict the reactants needed to synthesize it. The reactants are: [Cl:1][C:2]1[CH:7]=[CH:6][C:5]([C:8]2[CH:13]=[C:12]([C:14]([F:17])([F:16])[F:15])[N:11]3[N:18]=[CH:19][C:20]([C:21](O)=[O:22])=[C:10]3[N:9]=2)=[CH:4][CH:3]=1.[NH2:24][C:25]1[CH:26]=[C:27]([S:31]([N:34]2[CH2:38][CH2:37][CH2:36][C@H:35]2[CH2:39][OH:40])(=[O:33])=[O:32])[CH:28]=[CH:29][CH:30]=1. (2) The reactants are: [Si]([O:8][C@@H:9]1[C@H:13]([CH3:14])[N:12]([C:15]([O:17][C:18]([CH3:21])([CH3:20])[CH3:19])=[O:16])[C@H:11]([C:22]([O:24][CH3:25])=[O:23])[CH2:10]1)(C(C)(C)C)(C)C.CCCC[N+](CCCC)(CCCC)CCCC.[F-]. Given the product [OH:8][C@@H:9]1[C@H:13]([CH3:14])[N:12]([C:15]([O:17][C:18]([CH3:21])([CH3:20])[CH3:19])=[O:16])[C@H:11]([C:22]([O:24][CH3:25])=[O:23])[CH2:10]1, predict the reactants needed to synthesize it. (3) The reactants are: [Cl:1][C:2]1[CH:7]=[CH:6][C:5]([CH:8]2[CH2:13][CH:12]([S:14]([C:17]3[CH:22]=[CH:21][CH:20]=[C:19]([C:23]([F:26])([F:25])[F:24])[CH:18]=3)(=[O:16])=[O:15])[CH2:11][CH2:10][O:9]2)=[C:4]([CH3:27])[CH:3]=1.[CH3:28]C([O-])(C)C.[K+].CI. Given the product [Cl:1][C:2]1[CH:7]=[CH:6][C:5]([CH:8]2[CH2:13][C:12]([CH3:28])([S:14]([C:17]3[CH:22]=[CH:21][CH:20]=[C:19]([C:23]([F:25])([F:24])[F:26])[CH:18]=3)(=[O:16])=[O:15])[CH2:11][CH2:10][O:9]2)=[C:4]([CH3:27])[CH:3]=1, predict the reactants needed to synthesize it. (4) Given the product [Br:1][C:2]1[S:3][CH:4]=[C:5]([CH2:7][N:8]([C:9]2[CH:14]=[CH:13][C:12]([F:15])=[CH:11][CH:10]=2)[C:18](=[O:19])[C:17]([CH3:22])([CH3:21])[CH3:16])[N:6]=1, predict the reactants needed to synthesize it. The reactants are: [Br:1][C:2]1[S:3][CH:4]=[C:5]([CH2:7][NH:8][C:9]2[CH:14]=[CH:13][C:12]([F:15])=[CH:11][CH:10]=2)[N:6]=1.[CH3:16][C:17]([CH3:22])([CH3:21])[C:18](Cl)=[O:19].C(N(C(C)C)CC)(C)C. (5) The reactants are: [C:1]([N:4]([CH2:6][C:7]1[CH:8]=[CH:9][C:10]([Cl:42])=[C:11]([CH:41]=1)[CH2:12][N:13]([CH:38]1[CH2:40][CH2:39]1)[C:14]([C@@H:16]1[C@:21]([C:23]2[CH:28]=[CH:27][C:26]([F:29])=[C:25]([F:30])[CH:24]=2)([OH:22])[CH2:20][CH2:19][N:18](C(OC(C)(C)C)=O)[CH2:17]1)=[O:15])[CH3:5])(=[O:3])[CH3:2].Cl. Given the product [C:1]([N:4]([CH2:6][C:7]1[CH:8]=[CH:9][C:10]([Cl:42])=[C:11]([CH:41]=1)[CH2:12][N:13]([CH:38]1[CH2:40][CH2:39]1)[C:14]([CH:16]1[C:21]([C:23]2[CH:28]=[CH:27][C:26]([F:29])=[C:25]([F:30])[CH:24]=2)([OH:22])[CH2:20][CH2:19][NH:18][CH2:17]1)=[O:15])[CH3:5])(=[O:3])[CH3:2], predict the reactants needed to synthesize it. (6) The reactants are: [CH:1]1([O:4][C:5]2[CH:13]=[CH:12][C:8]([C:9]([OH:11])=O)=[CH:7][CH:6]=2)[CH2:3][CH2:2]1.C(Cl)(=O)C(Cl)=O.Cl.[NH2:21][C:22]1([C:25]([O:27][CH2:28][CH3:29])=[O:26])[CH2:24][CH2:23]1.C(N(CC)CC)C. Given the product [CH:1]1([O:4][C:5]2[CH:6]=[CH:7][C:8]([C:9]([NH:21][C:22]3([C:25]([O:27][CH2:28][CH3:29])=[O:26])[CH2:24][CH2:23]3)=[O:11])=[CH:12][CH:13]=2)[CH2:2][CH2:3]1, predict the reactants needed to synthesize it.